Dataset: Reaction yield outcomes from USPTO patents with 853,638 reactions. Task: Predict the reaction yield, written as a fraction of the theoretical maximum amount of product (1.0 means a 100% yield; for example, 0.34 means a 34% yield). (1) The reactants are C1CN([P+](ON2N=NC3C=CC=CC2=3)(N2CCCC2)N2CCCC2)CC1.F[P-](F)(F)(F)(F)F.[C:34]1([N:40]=[N:41][C:42]2[CH:50]=[CH:49][C:45]([C:46]([OH:48])=O)=[CH:44][CH:43]=2)[CH:39]=[CH:38][CH:37]=[CH:36][CH:35]=1.[NH2:51][CH2:52][CH2:53][CH2:54][CH2:55][CH2:56][CH2:57][C:58]([O:60][CH3:61])=[O:59]. The catalyst is ClCCl. The product is [C:34]1([N:40]=[N:41][C:42]2[CH:43]=[CH:44][C:45]([C:46]([NH:51][CH2:52][CH2:53][CH2:54][CH2:55][CH2:56][CH2:57][C:58]([O:60][CH3:61])=[O:59])=[O:48])=[CH:49][CH:50]=2)[CH:35]=[CH:36][CH:37]=[CH:38][CH:39]=1. The yield is 0.570. (2) The reactants are Cl.[Cl:2][C:3]1[CH:12]=[C:11]2[C:6]([CH:7]=[C:8]([C:19]3[NH:23][C:22](=[O:24])[NH:21][N:20]=3)[N:9]=[C:10]2[NH:13][C@H:14]2[CH2:18][CH2:17][NH:16][CH2:15]2)=[CH:5][CH:4]=1.CC1C=CC=C(C)N=1.[C:33](Cl)(=[O:36])[CH:34]=[CH2:35]. The catalyst is C(Cl)Cl. The product is [C:33]([N:16]1[CH2:17][CH2:18][C@H:14]([NH:13][C:10]2[C:11]3[C:6](=[CH:5][CH:4]=[C:3]([Cl:2])[CH:12]=3)[CH:7]=[C:8]([C:19]3[NH:23][C:22](=[O:24])[NH:21][N:20]=3)[N:9]=2)[CH2:15]1)(=[O:36])[CH:34]=[CH2:35]. The yield is 0.180. (3) The reactants are [CH2:1]([O:3][C:4](=[O:28])[C:5]([C:26]#[N:27])([C:7]1[CH:12]=[CH:11][C:10]([NH:13][C:14](=[O:25])[C:15]2[CH:20]=[CH:19][C:18]([O:21][CH3:22])=[C:17]([O:23][CH3:24])[CH:16]=2)=[CH:9][CH:8]=1)[CH3:6])[CH3:2].Cl.C1C=CC2N(O)N=NC=2C=1.C(Cl)CCl.[N:44]1[CH:45]=[C:46]([C:53](O)=[O:54])[N:47]2[CH:52]=[CH:51][CH:50]=[CH:49][C:48]=12. The catalyst is CO.C(Cl)Cl.[Pd]. The product is [CH2:1]([O:3][C:4](=[O:28])[C:5]([C:7]1[CH:8]=[CH:9][C:10]([NH:13][C:14](=[O:25])[C:15]2[CH:20]=[CH:19][C:18]([O:21][CH3:22])=[C:17]([O:23][CH3:24])[CH:16]=2)=[CH:11][CH:12]=1)([CH3:6])[CH2:26][NH:27][C:53]([C:46]1[N:47]2[CH:52]=[CH:51][CH:50]=[CH:49][C:48]2=[N:44][CH:45]=1)=[O:54])[CH3:2]. The yield is 0.410. (4) The reactants are [CH:1]1[C:14]2[CH:13]=[C:12](B(O)O)[C:11]3[C:6](=[CH:7][CH:8]=[CH:9][CH:10]=3)[C:5]=2[CH:4]=[CH:3][CH:2]=1.Br[C:19]1[CH:20]=[C:21]([C:26]2[N:31]=[C:30]([C:32]3[CH:37]=[CH:36][CH:35]=[CH:34][CH:33]=3)[CH:29]=[C:28]([C:38]3[CH:43]=[CH:42][CH:41]=[CH:40][CH:39]=3)[N:27]=2)[CH:22]=[C:23](Br)[CH:24]=1.C([O-])([O-])=O.[K+].[K+].[N:50]1[CH:55]=[CH:54][CH:53]=[CH:52][C:51]=1[C:56]1[CH:61]=[CH:60][C:59](B(O)O)=[CH:58][CH:57]=1. The catalyst is C1C=CC([P]([Pd]([P](C2C=CC=CC=2)(C2C=CC=CC=2)C2C=CC=CC=2)([P](C2C=CC=CC=2)(C2C=CC=CC=2)C2C=CC=CC=2)[P](C2C=CC=CC=2)(C2C=CC=CC=2)C2C=CC=CC=2)(C2C=CC=CC=2)C2C=CC=CC=2)=CC=1.C(O)C.C1(C)C=CC=CC=1. The product is [C:38]1([C:28]2[CH:29]=[C:30]([C:32]3[CH:37]=[CH:36][CH:35]=[CH:34][CH:33]=3)[N:31]=[C:26]([C:21]3[CH:20]=[C:19]([C:59]4[CH:58]=[CH:57][C:56]([C:51]5[CH:52]=[CH:53][CH:54]=[CH:55][N:50]=5)=[CH:61][CH:60]=4)[CH:24]=[C:23]([C:13]4[C:14]5[C:5]([C:6]6[CH:7]=[CH:8][CH:9]=[CH:10][C:11]=6[CH:12]=4)=[CH:4][CH:3]=[CH:2][CH:1]=5)[CH:22]=3)[N:27]=2)[CH:43]=[CH:42][CH:41]=[CH:40][CH:39]=1. The yield is 0.620. (5) The reactants are [F:1][C:2]([F:19])([F:18])[O:3][C:4]1[CH:17]=[CH:16][C:7]([CH2:8][O:9][CH:10]2[CH2:15][CH2:14][NH:13][CH2:12][CH2:11]2)=[CH:6][CH:5]=1.CCN(C(C)C)C(C)C.[Cl:29][C:30]1[N:35]=[C:34](Cl)[N:33]=[CH:32][N:31]=1. The catalyst is C(O)(C)C. The product is [Cl:29][C:30]1[N:35]=[C:34]([N:13]2[CH2:14][CH2:15][CH:10]([O:9][CH2:8][C:7]3[CH:16]=[CH:17][C:4]([O:3][C:2]([F:18])([F:1])[F:19])=[CH:5][CH:6]=3)[CH2:11][CH2:12]2)[N:33]=[CH:32][N:31]=1. The yield is 0.570. (6) The reactants are C(O[C:4]([C:6]1[CH:10]=[C:9]([CH2:11][NH:12][C:13]([O:15][C:16]([CH3:19])([CH3:18])[CH3:17])=[O:14])[O:8][N:7]=1)=[O:5])C.[NH:20]1[CH2:24][CH2:23][CH2:22][CH2:21]1. No catalyst specified. The product is [N:20]1([C:4]([C:6]2[CH:10]=[C:9]([CH2:11][NH:12][C:13]([O:15][C:16]([CH3:17])([CH3:18])[CH3:19])=[O:14])[O:8][N:7]=2)=[O:5])[CH2:24][CH2:23][CH2:22][CH2:21]1. The yield is 0.790. (7) The reactants are [F:1][C:2]1[CH:3]=[C:4]([NH:19][C:20]([CH:22]2[CH2:26][CH2:25][NH:24][C:23]2=[O:27])=[O:21])[CH:5]=[CH:6][C:7]=1[O:8][C:9]1[CH:14]=[CH:13][N:12]=[C:11]2[CH:15]=[C:16](I)[S:17][C:10]=12.[CH3:28][NH:29][C:30]([C:32]1[CH:37]=[CH:36][C:35](B(O)O)=[CH:34][CH:33]=1)=[O:31].C([O-])([O-])=O.[Na+].[Na+]. The catalyst is C1C=CC([P]([Pd]([P](C2C=CC=CC=2)(C2C=CC=CC=2)C2C=CC=CC=2)([P](C2C=CC=CC=2)(C2C=CC=CC=2)C2C=CC=CC=2)[P](C2C=CC=CC=2)(C2C=CC=CC=2)C2C=CC=CC=2)(C2C=CC=CC=2)C2C=CC=CC=2)=CC=1.COCCOC. The product is [F:1][C:2]1[CH:3]=[C:4]([NH:19][C:20]([CH:22]2[CH2:26][CH2:25][NH:24][C:23]2=[O:27])=[O:21])[CH:5]=[CH:6][C:7]=1[O:8][C:9]1[CH:14]=[CH:13][N:12]=[C:11]2[CH:15]=[C:16]([C:35]3[CH:36]=[CH:37][C:32]([C:30](=[O:31])[NH:29][CH3:28])=[CH:33][CH:34]=3)[S:17][C:10]=12. The yield is 0.237.